Dataset: Full USPTO retrosynthesis dataset with 1.9M reactions from patents (1976-2016). Task: Predict the reactants needed to synthesize the given product. (1) Given the product [F:1][C:2]1[CH:7]=[CH:6][C:5]([C:8](=[O:15])[CH:9]=[C:10]2[NH:20][CH2:19][CH:18]([OH:21])[CH2:17][NH:16]2)=[CH:4][CH:3]=1, predict the reactants needed to synthesize it. The reactants are: [F:1][C:2]1[CH:7]=[CH:6][C:5]([C:8](=[O:15])[CH:9]=[C:10](SC)SC)=[CH:4][CH:3]=1.[NH2:16][CH2:17][CH:18]([OH:21])[CH2:19][NH2:20]. (2) Given the product [N:18]1[C:3]([CH2:4][CH2:5][N:6]2[C:14](=[O:15])[C:13]3[C:8](=[CH:9][CH:10]=[CH:11][CH:12]=3)[C:7]2=[O:16])=[CH:2][N:20]2[CH:21]=[CH:22][CH:23]=[CH:24][C:19]=12, predict the reactants needed to synthesize it. The reactants are: Br[CH2:2][C:3](=O)[CH2:4][CH2:5][N:6]1[C:14](=[O:15])[C:13]2[C:8](=[CH:9][CH:10]=[CH:11][CH:12]=2)[C:7]1=[O:16].[NH2:18][C:19]1[CH:24]=[CH:23][CH:22]=[CH:21][N:20]=1.C(=O)([O-])O.[Na+]. (3) Given the product [O:29]=[C:26]1[CH:25]=[CH:24][C:23]2[C:28]3=[C:19]([CH:3]([CH2:4][N:5]4[CH2:10][CH2:9][CH:8]([NH:11][C:12](=[O:18])[O:13][C:14]([CH3:15])([CH3:16])[CH3:17])[CH2:7][CH2:6]4)[CH2:2][N:27]13)[CH:20]=[CH:21][CH:22]=2, predict the reactants needed to synthesize it. The reactants are: O[CH2:2][CH:3]([C:19]1[CH:20]=[CH:21][CH:22]=[C:23]2[C:28]=1[N:27]=[C:26]([O:29]C)[CH:25]=[CH:24]2)[CH2:4][N:5]1[CH2:10][CH2:9][CH:8]([NH:11][C:12](=[O:18])[O:13][C:14]([CH3:17])([CH3:16])[CH3:15])[CH2:7][CH2:6]1.C(N(C(C)C)CC)(C)C.CS(OS(C)(=O)=O)(=O)=O.ClCCl. (4) Given the product [F:31][C:32]1[CH:37]=[C:36]([F:38])[C:35]([F:39])=[CH:34][C:33]=1[NH:40][C:41](=[O:66])[NH:42][C:43]1[CH:44]=[CH:45][C:46]([C:49]2[S:53][C:52]([CH:54]3[CH2:59][CH2:58][N:57]([CH2:60][C:61]([OH:63])=[O:62])[CH2:56][CH2:55]3)=[N:51][CH:50]=2)=[CH:47][CH:48]=1, predict the reactants needed to synthesize it. The reactants are: FC(F)(F)C1C=C(NC(=O)NC2C=CC(C3SC(CCC(O)=O)=NC=3)=CC=2)C=CC=1.[F:31][C:32]1[CH:37]=[C:36]([F:38])[C:35]([F:39])=[CH:34][C:33]=1[NH:40][C:41](=[O:66])[NH:42][C:43]1[CH:48]=[CH:47][C:46]([C:49]2[S:53][C:52]([CH:54]3[CH2:59][CH2:58][N:57]([CH2:60][C:61]([O:63]CC)=[O:62])[CH2:56][CH2:55]3)=[N:51][CH:50]=2)=[CH:45][CH:44]=1.